This data is from Forward reaction prediction with 1.9M reactions from USPTO patents (1976-2016). The task is: Predict the product of the given reaction. (1) Given the reactants C(=O)([O-])[O-].[Cs+].[Cs+].[CH3:7][O:8][CH2:9][CH2:10]Br.[CH:12]1([CH2:15][O:16][C:17]2[CH:24]=[CH:23][C:22]([C:25]3[CH:30]=[CH:29][N:28]=[C:27]([NH:31][C:32]4[CH:33]=[N:34][NH:35][CH:36]=4)[CH:26]=3)=[CH:21][C:18]=2[C:19]#[N:20])[CH2:14][CH2:13]1, predict the reaction product. The product is: [CH:12]1([CH2:15][O:16][C:17]2[CH:24]=[CH:23][C:22]([C:25]3[CH:30]=[CH:29][N:28]=[C:27]([NH:31][C:32]4[CH:33]=[N:34][N:35]([CH2:10][CH2:9][O:8][CH3:7])[CH:36]=4)[CH:26]=3)=[CH:21][C:18]=2[C:19]#[N:20])[CH2:14][CH2:13]1. (2) Given the reactants [Cl:1][C:2]1[CH:3]=[C:4]([CH:7]=[CH:8][C:9]=1[O:10][C:11]([F:14])([F:13])[F:12])[CH:5]=O.[CH3:15][C:16]([S@:19]([NH2:21])=[O:20])([CH3:18])[CH3:17].C1COCC1, predict the reaction product. The product is: [Cl:1][C:2]1[CH:3]=[C:4]([CH:7]=[CH:8][C:9]=1[O:10][C:11]([F:14])([F:13])[F:12])/[CH:5]=[N:21]/[S@@:19]([C:16]([CH3:18])([CH3:17])[CH3:15])=[O:20]. (3) Given the reactants [C:1]([CH2:3][CH2:4][O:5][C:6](=[O:27])[C:7](=[CH:17][C:18]1[CH:23]=[CH:22][C:21]([N+:24]([O-:26])=[O:25])=[CH:20][CH:19]=1)[C:8](=O)[CH2:9][CH2:10][CH2:11][CH2:12][N:13]=[N+:14]=[N-:15])#[N:2].[NH2:28][C:29]([CH3:34])=[CH:30][C:31](=[O:33])[CH3:32], predict the reaction product. The product is: [C:31]([C:30]1[CH:17]([C:18]2[CH:23]=[CH:22][C:21]([N+:24]([O-:26])=[O:25])=[CH:20][CH:19]=2)[C:7]([C:6]([O:5][CH2:4][CH2:3][C:1]#[N:2])=[O:27])=[C:8]([CH2:9][CH2:10][CH2:11][CH2:12][N:13]=[N+:14]=[N-:15])[NH:28][C:29]=1[CH3:34])(=[O:33])[CH3:32]. (4) Given the reactants [C:1]1([C:20]2[CH:25]=[CH:24][CH:23]=[CH:22][CH:21]=2)[CH:6]=[CH:5][CH:4]=[CH:3][C:2]=1[CH2:7][C:8]1[NH:9][C:10](=[O:19])[C:11]([OH:18])=[C:12]([C:14]([O:16]C)=O)[N:13]=1.[CH2:26]([NH2:33])[C:27]1[CH:32]=[CH:31][CH:30]=[CH:29][CH:28]=1, predict the reaction product. The product is: [CH2:26]([NH:33][C:14]([C:12]1[N:13]=[C:8]([CH2:7][C:2]2[CH:3]=[CH:4][CH:5]=[CH:6][C:1]=2[C:20]2[CH:21]=[CH:22][CH:23]=[CH:24][CH:25]=2)[NH:9][C:10](=[O:19])[C:11]=1[OH:18])=[O:16])[C:27]1[CH:32]=[CH:31][CH:30]=[CH:29][CH:28]=1. (5) Given the reactants [OH:1][C:2]1[CH:3]=[C:4]([CH:7]=[C:8]([CH2:10][CH2:11][CH2:12][O:13][CH3:14])[CH:9]=1)[CH:5]=[O:6].S(Cl)([Cl:18])(=O)=O, predict the reaction product. The product is: [Cl:18][C:3]1[C:2]([OH:1])=[CH:9][C:8]([CH2:10][CH2:11][CH2:12][O:13][CH3:14])=[CH:7][C:4]=1[CH:5]=[O:6].